This data is from Forward reaction prediction with 1.9M reactions from USPTO patents (1976-2016). The task is: Predict the product of the given reaction. (1) The product is: [CH2:18]([N:8]([CH2:1][C:2]1[CH:7]=[CH:6][CH:5]=[CH:4][CH:3]=1)[C:9]1[CH:10]=[C:11]([CH:12]=[CH:13][C:14]=1[F:15])[CH:16]=[O:17])[C:19]1[CH:20]=[CH:21][CH:22]=[CH:23][CH:24]=1. Given the reactants [CH2:1]([N:8]([CH2:18][C:19]1[CH:24]=[CH:23][CH:22]=[CH:21][CH:20]=1)[C:9]1[CH:10]=[C:11]([CH2:16][OH:17])[CH:12]=[CH:13][C:14]=1[F:15])[C:2]1[CH:7]=[CH:6][CH:5]=[CH:4][CH:3]=1, predict the reaction product. (2) Given the reactants Cl.[NH2:2][C:3]1[C:4]([C:13]([NH:15][CH:16]([C@H:21]2[CH2:26][CH2:25][C@@H:24]([C:27]([F:30])([F:29])[F:28])[CH2:23][CH2:22]2)[C:17]([O:19][CH3:20])=[O:18])=[O:14])=[CH:5][C:6]2[C:11]([CH:12]=1)=[CH:10][CH:9]=[CH:8][CH:7]=2.[Cl:31][C:32]1[CH:37]=[C:36]([O:38][C:39]([F:42])([F:41])[F:40])[CH:35]=[C:34]([Cl:43])[C:33]=1[N:44]=[C:45]=[O:46].CCCCCC.C(OCC)(=O)C, predict the reaction product. The product is: [Cl:31][C:32]1[CH:37]=[C:36]([O:38][C:39]([F:41])([F:40])[F:42])[CH:35]=[C:34]([Cl:43])[C:33]=1[NH:44][C:45]([NH:2][C:3]1[C:4]([C:13]([NH:15][CH:16]([C@H:21]2[CH2:26][CH2:25][C@@H:24]([C:27]([F:28])([F:29])[F:30])[CH2:23][CH2:22]2)[C:17]([O:19][CH3:20])=[O:18])=[O:14])=[CH:5][C:6]2[C:11]([CH:12]=1)=[CH:10][CH:9]=[CH:8][CH:7]=2)=[O:46]. (3) Given the reactants [C:1]1([C:7]([C:22]2[CH:27]=[CH:26][CH:25]=[CH:24][CH:23]=2)([C:16]2[CH:21]=[CH:20][CH:19]=[CH:18][CH:17]=2)[N:8]2[CH2:13][CH2:12][CH2:11][CH2:10][C@H:9]2[CH2:14][OH:15])[CH:6]=[CH:5][CH:4]=[CH:3][CH:2]=1.C(Cl)(=O)C(Cl)=O.C1(C(C2C=CC=CC=2)(C2C=CC=CC=2)N2CCCC[C@H]2C=O)C=CC=CC=1.[Br:61][C:62]1[CH:71]=[C:70](Br)[C:69]2[C:64](=[CH:65][CH:66]=[CH:67][CH:68]=2)[N:63]=1, predict the reaction product. The product is: [Br:61][C:62]1[CH:71]=[C:70]([C@H:14]([C@@H:9]2[CH2:10][CH2:11][CH2:12][CH2:13][N:8]2[C:7]([C:22]2[CH:27]=[CH:26][CH:25]=[CH:24][CH:23]=2)([C:16]2[CH:17]=[CH:18][CH:19]=[CH:20][CH:21]=2)[C:1]2[CH:2]=[CH:3][CH:4]=[CH:5][CH:6]=2)[OH:15])[C:69]2[C:64](=[CH:65][CH:66]=[CH:67][CH:68]=2)[N:63]=1. (4) Given the reactants [C:1]([C:3]1[CH:8]=[CH:7][C:6]([NH:9][C:10]([C:12]2([CH3:15])[CH2:14][O:13]2)=[O:11])=[CH:5][C:4]=1[C:16]([F:19])([F:18])[F:17])#[N:2].[NH3:20].CO, predict the reaction product. The product is: [NH2:20][CH2:14][C:12]([OH:13])([CH3:15])[C:10]([NH:9][C:6]1[CH:7]=[CH:8][C:3]([C:1]#[N:2])=[C:4]([C:16]([F:19])([F:18])[F:17])[CH:5]=1)=[O:11]. (5) Given the reactants Br[C:2]1[CH:7]=[CH:6][C:5]([C:8]2([C:11]([F:14])([F:13])[F:12])[CH2:10][CH2:9]2)=[CH:4][CH:3]=1.[B:15]1([B:15]2[O:19][C:18]([CH3:21])([CH3:20])[C:17]([CH3:23])([CH3:22])[O:16]2)[O:19][C:18]([CH3:21])([CH3:20])[C:17]([CH3:23])([CH3:22])[O:16]1.C([O-])(=O)C.[K+], predict the reaction product. The product is: [CH3:22][C:17]1([CH3:23])[C:18]([CH3:21])([CH3:20])[O:19][B:15]([C:2]2[CH:7]=[CH:6][C:5]([C:8]3([C:11]([F:14])([F:13])[F:12])[CH2:10][CH2:9]3)=[CH:4][CH:3]=2)[O:16]1. (6) Given the reactants [NH2:1][C:2]1[CH:7]=[CH:6][C:5]([S:8]([CH3:11])(=[NH:10])=[O:9])=[C:4]([O:12][CH3:13])[CH:3]=1.[Br:14][C:15]1[C:16]([O:22][C@H:23]([CH3:27])[C@H:24]([OH:26])[CH3:25])=[N:17][C:18](Cl)=[N:19][CH:20]=1.Cl.C(O)CCC.CO, predict the reaction product. The product is: [Br:14][C:15]1[C:16]([O:22][C@H:23]([CH3:27])[C@H:24]([OH:26])[CH3:25])=[N:17][C:18]([NH:1][C:2]2[CH:7]=[CH:6][C:5]([S:8]([CH3:11])(=[NH:10])=[O:9])=[C:4]([O:12][CH3:13])[CH:3]=2)=[N:19][CH:20]=1. (7) Given the reactants [CH3:1][CH2:2][CH2:3][CH2:4][CH2:5][CH2:6][CH2:7][CH2:8][CH2:9][CH2:10][CH2:11][CH2:12][CH2:13][CH2:14][CH2:15][CH2:16][CH2:17][CH2:18][CH:19](O)[CH2:20][CH2:21][CH2:22][CH2:23][CH2:24][CH2:25][CH2:26][CH2:27][CH2:28][CH2:29][CH2:30][CH2:31][CH2:32][CH2:33][CH2:34][CH2:35][CH2:36][CH3:37].[Br:39][Si](C)(C)C, predict the reaction product. The product is: [Br:39][CH:19]([CH2:20][CH2:21][CH2:22][CH2:23][CH2:24][CH2:25][CH2:26][CH2:27][CH2:28][CH2:29][CH2:30][CH2:31][CH2:32][CH2:33][CH2:34][CH2:35][CH2:36][CH3:37])[CH2:18][CH2:17][CH2:16][CH2:15][CH2:14][CH2:13][CH2:12][CH2:11][CH2:10][CH2:9][CH2:8][CH2:7][CH2:6][CH2:5][CH2:4][CH2:3][CH2:2][CH3:1]. (8) Given the reactants [NH2:1][CH:2]([CH2:19][O:20][CH2:21][C:22]1[CH:27]=[CH:26][CH:25]=[CH:24][CH:23]=1)[C:3]([NH:5][C:6]1[CH:11]=[CH:10][C:9]([O:12][C:13]2[CH:18]=[CH:17][CH:16]=[CH:15][CH:14]=2)=[CH:8][CH:7]=1)=[O:4].Cl.[NH:29]1[CH:33]=[C:32]([CH2:34][C:35](O)=[O:36])[N:31]=[CH:30]1.CN(C(ON1N=NC2C=CC=NC1=2)=[N+](C)C)C.F[P-](F)(F)(F)(F)F.CCN(C(C)C)C(C)C, predict the reaction product. The product is: [NH:31]1[C:32]([CH2:34][C:35]([NH:1][CH:2]([CH2:19][O:20][CH2:21][C:22]2[CH:27]=[CH:26][CH:25]=[CH:24][CH:23]=2)[C:3]([NH:5][C:6]2[CH:7]=[CH:8][C:9]([O:12][C:13]3[CH:18]=[CH:17][CH:16]=[CH:15][CH:14]=3)=[CH:10][CH:11]=2)=[O:4])=[O:36])=[CH:33][N:29]=[CH:30]1. (9) Given the reactants F[B-](F)(F)F.N1(OC(N(C)C)=[N+](C)C)C2C=CC=CC=2N=N1.[Cl:23][C:24]1[S:28][C:27]([C:29]2[NH:33][C:32]3[CH:34]=[CH:35][C:36]([CH2:38][C:39]([OH:41])=O)=[CH:37][C:31]=3[N:30]=2)=[CH:26][CH:25]=1.[NH2:42][C:43]1[CH:48]=[CH:47][C:46]([N:49]2[CH2:54][CH2:53][O:52][CH2:51][C:50]2=[O:55])=[CH:45][CH:44]=1.C(=O)([O-])O.[Na+], predict the reaction product. The product is: [Cl:23][C:24]1[S:28][C:27]([C:29]2[NH:33][C:32]3[CH:34]=[CH:35][C:36]([CH2:38][C:39]([NH:42][C:43]4[CH:44]=[CH:45][C:46]([N:49]5[CH2:54][CH2:53][O:52][CH2:51][C:50]5=[O:55])=[CH:47][CH:48]=4)=[O:41])=[CH:37][C:31]=3[N:30]=2)=[CH:26][CH:25]=1. (10) Given the reactants [NH:1]1[C:5]2=[CH:6][N:7]=[C:8]([NH:10][C:11]3[C:12]4[C:19]5[CH2:20][CH2:21][C@H:22]([C:24]([OH:26])=O)[CH2:23][C:18]=5[S:17][C:13]=4[N:14]=[CH:15][N:16]=3)[CH:9]=[C:4]2[CH:3]=[N:2]1.[CH3:27][N:28]([CH3:34])[C@H:29]1[CH2:33][CH2:32][NH:31][CH2:30]1, predict the reaction product. The product is: [CH3:27][N:28]([CH3:34])[C@H:29]1[CH2:33][CH2:32][N:31]([C:24]([C@H:22]2[CH2:21][CH2:20][C:19]3[C:12]4[C:11]([NH:10][C:8]5[CH:9]=[C:4]6[CH:3]=[N:2][NH:1][C:5]6=[CH:6][N:7]=5)=[N:16][CH:15]=[N:14][C:13]=4[S:17][C:18]=3[CH2:23]2)=[O:26])[CH2:30]1.